Dataset: Full USPTO retrosynthesis dataset with 1.9M reactions from patents (1976-2016). Task: Predict the reactants needed to synthesize the given product. (1) Given the product [CH3:19][O:18][C:13]1([CH2:15][O:16][CH3:17])[CH2:12][CH2:11][C:10]2[C:3]3[C:2]([NH:31][C:23]4[CH:24]=[C:25]5[C:29](=[CH:30][C:22]=4[O:21][CH3:20])[NH:28][N:27]=[CH:26]5)=[N:7][CH:6]=[N:5][C:4]=3[S:8][C:9]=2[CH2:14]1, predict the reactants needed to synthesize it. The reactants are: Cl[C:2]1[C:3]2[C:10]3[CH2:11][CH2:12][C:13]([O:18][CH3:19])([CH2:15][O:16][CH3:17])[CH2:14][C:9]=3[S:8][C:4]=2[N:5]=[CH:6][N:7]=1.[CH3:20][O:21][C:22]1[CH:30]=[C:29]2[C:25]([CH:26]=[N:27][NH:28]2)=[CH:24][C:23]=1[NH2:31]. (2) Given the product [Br:1][C:2]1[CH:10]=[C:9]([CH3:11])[C:5]([C:6]([NH2:15])=[O:7])=[C:4]([F:12])[CH:3]=1, predict the reactants needed to synthesize it. The reactants are: [Br:1][C:2]1[CH:10]=[C:9]([CH3:11])[C:5]([C:6](O)=[O:7])=[C:4]([F:12])[CH:3]=1.C(N1C=CN=C1)([N:15]1C=CN=C1)=O. (3) Given the product [CH3:29][O:28][C:25]1[CH:24]=[CH:23][C:22]([C:21]2[C:14]3[C:13]([O:12][CH:10]([CH3:11])[CH2:9][N:7]([CH3:8])[CH2:6][CH2:5][CH2:4][C:3]([OH:36])=[O:2])=[N:18][CH:17]=[N:16][C:15]=3[O:19][C:20]=2[C:30]2[CH:35]=[CH:34][CH:33]=[CH:32][CH:31]=2)=[CH:27][CH:26]=1, predict the reactants needed to synthesize it. The reactants are: C[O:2][C:3](=[O:36])[CH2:4][CH2:5][CH2:6][N:7]([CH2:9][CH:10]([O:12][C:13]1[C:14]2[C:21]([C:22]3[CH:27]=[CH:26][C:25]([O:28][CH3:29])=[CH:24][CH:23]=3)=[C:20]([C:30]3[CH:35]=[CH:34][CH:33]=[CH:32][CH:31]=3)[O:19][C:15]=2[N:16]=[CH:17][N:18]=1)[CH3:11])[CH3:8].[OH-].[Na+]. (4) Given the product [CH3:1][O:2][C:3]1[CH:4]=[C:5]([CH:11]=[CH:12][C:13]2[O:15][N:26]=[C:18]([CH2:19][CH2:20][CH2:21][CH2:22][CH2:23][CH2:24][CH3:25])[N:17]=2)[CH:6]=[CH:7][C:8]=1[O:9][CH3:10], predict the reactants needed to synthesize it. The reactants are: [CH3:1][O:2][C:3]1[CH:4]=[C:5]([CH:11]=[CH:12][C:13]([OH:15])=O)[CH:6]=[CH:7][C:8]=1[O:9][CH3:10].O[NH:17][C:18](=[NH:26])[CH2:19][CH2:20][CH2:21][CH2:22][CH2:23][CH2:24][CH3:25]. (5) Given the product [CH2:18]([O:17][C:14]1[CH:15]=[CH:16][C:11]([NH:10][C:8]([C:7]2[C:2]([NH:28][CH2:20][CH2:21][C:22]3[CH:27]=[CH:26][CH:25]=[CH:24][CH:23]=3)=[N:3][CH:4]=[CH:5][CH:6]=2)=[O:9])=[CH:12][CH:13]=1)[CH3:19], predict the reactants needed to synthesize it. The reactants are: Cl[C:2]1[C:7]([C:8]([NH:10][C:11]2[CH:16]=[CH:15][C:14]([O:17][CH2:18][CH3:19])=[CH:13][CH:12]=2)=[O:9])=[CH:6][CH:5]=[CH:4][N:3]=1.[CH2:20]([NH2:28])[CH2:21][C:22]1[CH:27]=[CH:26][CH:25]=[CH:24][CH:23]=1. (6) Given the product [C:21]([O:20][C:18]([N:28]1[C:29]2[C:34](=[CH:33][CH:32]=[CH:31][CH:30]=2)[C:26]([CH3:25])=[CH:27]1)=[O:19])([CH3:22])([CH3:23])[CH3:24], predict the reactants needed to synthesize it. The reactants are: CN(C1C=CC=CN=1)C.[C:18](O[C:18]([O:20][C:21]([CH3:24])([CH3:23])[CH3:22])=[O:19])([O:20][C:21]([CH3:24])([CH3:23])[CH3:22])=[O:19].[CH3:25][C:26]1[C:34]2[C:29](=[CH:30][CH:31]=[CH:32][CH:33]=2)[NH:28][CH:27]=1. (7) Given the product [C:43](/[N:42]=[C:41](\[O:40][C:37]1[CH:38]=[CH:39][CH:34]=[CH:35][CH:36]=1)/[N:7]1[CH2:8][CH2:9][C@H:10]([C:11]([N:13]2[CH2:17][CH2:16][C@H:15]([C:18]3[CH:23]=[CH:22][CH:21]=[CH:20][CH:19]=3)[CH2:14]2)=[O:12])[C@@H:5]([C:3]([O:2][CH3:1])=[O:4])[CH2:6]1)#[N:44], predict the reactants needed to synthesize it. The reactants are: [CH3:1][O:2][C:3]([C@@H:5]1[C@@H:10]([C:11]([N:13]2[CH2:17][CH2:16][C@H:15]([C:18]3[CH:23]=[CH:22][CH:21]=[CH:20][CH:19]=3)[CH2:14]2)=[O:12])[CH2:9][CH2:8][NH:7][CH2:6]1)=[O:4].C(#N)C.C(N(CC)CC)C.[CH:34]1[CH:39]=[CH:38][C:37]([O:40][C:41](OC2C=CC=CC=2)=[N:42][C:43]#[N:44])=[CH:36][CH:35]=1.